From a dataset of NCI-60 drug combinations with 297,098 pairs across 59 cell lines. Regression. Given two drug SMILES strings and cell line genomic features, predict the synergy score measuring deviation from expected non-interaction effect. (1) Drug 1: CC1C(C(CC(O1)OC2CC(OC(C2O)C)OC3=CC4=CC5=C(C(=O)C(C(C5)C(C(=O)C(C(C)O)O)OC)OC6CC(C(C(O6)C)O)OC7CC(C(C(O7)C)O)OC8CC(C(C(O8)C)O)(C)O)C(=C4C(=C3C)O)O)O)O. Drug 2: C1CN(P(=O)(OC1)NCCCl)CCCl. Cell line: SK-MEL-28. Synergy scores: CSS=24.1, Synergy_ZIP=1.23, Synergy_Bliss=0.956, Synergy_Loewe=-43.5, Synergy_HSA=-0.502. (2) Drug 1: CC1=C2C(C(=O)C3(C(CC4C(C3C(C(C2(C)C)(CC1OC(=O)C(C(C5=CC=CC=C5)NC(=O)OC(C)(C)C)O)O)OC(=O)C6=CC=CC=C6)(CO4)OC(=O)C)O)C)O. Drug 2: COCCOC1=C(C=C2C(=C1)C(=NC=N2)NC3=CC=CC(=C3)C#C)OCCOC.Cl. Cell line: SNB-19. Synergy scores: CSS=34.6, Synergy_ZIP=4.77, Synergy_Bliss=10.2, Synergy_Loewe=4.18, Synergy_HSA=9.22. (3) Drug 1: CC1=C(N=C(N=C1N)C(CC(=O)N)NCC(C(=O)N)N)C(=O)NC(C(C2=CN=CN2)OC3C(C(C(C(O3)CO)O)O)OC4C(C(C(C(O4)CO)O)OC(=O)N)O)C(=O)NC(C)C(C(C)C(=O)NC(C(C)O)C(=O)NCCC5=NC(=CS5)C6=NC(=CS6)C(=O)NCCC[S+](C)C)O. Drug 2: C(CCl)NC(=O)N(CCCl)N=O. Cell line: HT29. Synergy scores: CSS=5.27, Synergy_ZIP=0.580, Synergy_Bliss=5.00, Synergy_Loewe=-0.546, Synergy_HSA=1.18. (4) Drug 1: C1C(C(OC1N2C=NC3=C(N=C(N=C32)Cl)N)CO)O. Drug 2: CC12CCC3C(C1CCC2OP(=O)(O)O)CCC4=C3C=CC(=C4)OC(=O)N(CCCl)CCCl.[Na+]. Cell line: HT29. Synergy scores: CSS=33.8, Synergy_ZIP=-9.84, Synergy_Bliss=-7.76, Synergy_Loewe=-45.0, Synergy_HSA=-5.07. (5) Drug 1: CS(=O)(=O)C1=CC(=C(C=C1)C(=O)NC2=CC(=C(C=C2)Cl)C3=CC=CC=N3)Cl. Drug 2: CC1=C(C=C(C=C1)NC(=O)C2=CC=C(C=C2)CN3CCN(CC3)C)NC4=NC=CC(=N4)C5=CN=CC=C5. Cell line: HOP-92. Synergy scores: CSS=-0.792, Synergy_ZIP=-1.37, Synergy_Bliss=-4.22, Synergy_Loewe=-4.60, Synergy_HSA=-4.45. (6) Drug 1: C1=NC(=NC(=O)N1C2C(C(C(O2)CO)O)O)N. Drug 2: CC1C(C(CC(O1)OC2CC(CC3=C2C(=C4C(=C3O)C(=O)C5=CC=CC=C5C4=O)O)(C(=O)C)O)N)O. Cell line: SNB-75. Synergy scores: CSS=61.2, Synergy_ZIP=4.78, Synergy_Bliss=8.55, Synergy_Loewe=7.09, Synergy_HSA=11.8.